This data is from Forward reaction prediction with 1.9M reactions from USPTO patents (1976-2016). The task is: Predict the product of the given reaction. (1) The product is: [CH:13]1[C:12]2[CH:11]([CH2:10][O:9][C:8]([NH:7][CH2:6][CH2:5][CH2:4][CH2:3][CH2:2][NH:1][C:62]([C:57]3([CH2:56][CH2:55][C:54]([O:53][C:49]([CH3:52])([CH3:51])[CH3:50])=[O:65])[CH2:61][CH2:60][CH2:59][CH2:58]3)=[O:63])=[O:24])[C:23]3[C:18](=[CH:19][CH:20]=[CH:21][CH:22]=3)[C:17]=2[CH:16]=[CH:15][CH:14]=1. Given the reactants [NH2:1][CH2:2][CH2:3][CH2:4][CH2:5][CH2:6][NH:7][C:8](=[O:24])[O:9][CH2:10][CH:11]1[C:23]2[CH:22]=[CH:21][CH:20]=[CH:19][C:18]=2[C:17]2[C:12]1=[CH:13][CH:14]=[CH:15][CH:16]=2.CN(C(ON1N=NC2C=CC=NC1=2)=[N+](C)C)C.F[P-](F)(F)(F)(F)F.[C:49]([O:53][C:54](=[O:65])[CH2:55][CH2:56][C:57]1([C:62](O)=[O:63])[CH2:61][CH2:60][CH2:59][CH2:58]1)([CH3:52])([CH3:51])[CH3:50].CCN(C(C)C)C(C)C, predict the reaction product. (2) Given the reactants Cl[C:2]1[N:7]=[C:6]([N:8]([CH3:10])[CH3:9])[C:5]([CH3:11])=[C:4]([CH3:12])[N:3]=1.CCN(C(C)C)C(C)C.[C:22]([O:26][C:27](=[O:36])[NH:28][C@H:29]1[CH2:34][CH2:33][C@@H:32]([NH2:35])[CH2:31][CH2:30]1)([CH3:25])([CH3:24])[CH3:23], predict the reaction product. The product is: [C:22]([O:26][C:27](=[O:36])[NH:28][C@H:29]1[CH2:30][CH2:31][C@@H:32]([NH:35][C:2]2[N:7]=[C:6]([N:8]([CH3:10])[CH3:9])[C:5]([CH3:11])=[C:4]([CH3:12])[N:3]=2)[CH2:33][CH2:34]1)([CH3:25])([CH3:23])[CH3:24].